Regression. Given two drug SMILES strings and cell line genomic features, predict the synergy score measuring deviation from expected non-interaction effect. From a dataset of Merck oncology drug combination screen with 23,052 pairs across 39 cell lines. (1) Drug 1: O=S1(=O)NC2(CN1CC(F)(F)F)C1CCC2Cc2cc(C=CCN3CCC(C(F)(F)F)CC3)ccc2C1. Drug 2: N.N.O=C(O)C1(C(=O)O)CCC1.[Pt]. Cell line: UACC62. Synergy scores: synergy=-1.97. (2) Drug 1: N.N.O=C(O)C1(C(=O)O)CCC1.[Pt]. Drug 2: N#Cc1ccc(Cn2cncc2CN2CCN(c3cccc(Cl)c3)C(=O)C2)cc1. Cell line: NCIH460. Synergy scores: synergy=-7.66.